Dataset: Forward reaction prediction with 1.9M reactions from USPTO patents (1976-2016). Task: Predict the product of the given reaction. (1) The product is: [CH3:1][O:2][C:3]1[C:4](=[O:25])[C:5]([CH3:24])=[C:6]([CH2:12][C:13]2[CH:18]=[CH:17][CH:16]=[CH:15][C:14]=2[CH2:19][CH2:20][C:21]([N:26]2[CH2:31][CH2:30][S:29][CH2:28][CH2:27]2)=[O:23])[C:7](=[O:11])[C:8]=1[O:9][CH3:10]. Given the reactants [CH3:1][O:2][C:3]1[C:4](=[O:25])[C:5]([CH3:24])=[C:6]([CH2:12][C:13]2[CH:18]=[CH:17][CH:16]=[CH:15][C:14]=2[CH2:19][CH2:20][C:21]([OH:23])=O)[C:7](=[O:11])[C:8]=1[O:9][CH3:10].[NH:26]1[CH2:31][CH2:30][S:29][CH2:28][CH2:27]1, predict the reaction product. (2) Given the reactants [S:1]1[C:5]2[CH:6]=[CH:7][CH:8]=[CH:9][C:4]=2[N:3]=[C:2]1[NH:10][C:11]([C:13]1[CH:14]=[CH:15][CH:16]=[C:17]2[C:22]=1[CH2:21][N:20]([C:23]1[N:28]=[C:27]([C:29](O)=[O:30])[C:26]([C:32]3[CH:33]=[N:34][N:35]([CH2:38][C:39]4([CH2:46][CH2:47][O:48][CH3:49])[CH2:45][CH2:44][CH2:43][CH2:42][CH2:41][CH2:40]4)[C:36]=3[CH3:37])=[CH:25][CH:24]=1)[CH2:19][CH2:18]2)=[O:12].[CH3:50][S:51]([NH2:54])(=[O:53])=[O:52].Cl.C(N=C=NCCCN(C)C)C, predict the reaction product. The product is: [S:1]1[C:5]2[CH:6]=[CH:7][CH:8]=[CH:9][C:4]=2[N:3]=[C:2]1[NH:10][C:11]([C:13]1[CH:14]=[CH:15][CH:16]=[C:17]2[C:22]=1[CH2:21][N:20]([C:23]1[CH:24]=[CH:25][C:26]([C:32]3[CH:33]=[N:34][N:35]([CH2:38][C:39]4([CH2:46][CH2:47][O:48][CH3:49])[CH2:40][CH2:41][CH2:42][CH2:43][CH2:44][CH2:45]4)[C:36]=3[CH3:37])=[C:27]([C:29](=[O:30])[NH:54][S:51]([CH3:50])(=[O:53])=[O:52])[N:28]=1)[CH2:19][CH2:18]2)=[O:12]. (3) Given the reactants CN(C)C(=O)C.[F:7][C:8]1[CH:26]=[CH:25][C:11]([NH:12][C:13]2[CH:21]=[C:20]([N+:22]([O-:24])=[O:23])[CH:19]=[CH:18][C:14]=2[C:15]([OH:17])=[O:16])=[CH:10][CH:9]=1.C(=O)([O-])[O-].[K+].[K+].Br[C:34]([CH3:37])([CH3:36])[CH3:35], predict the reaction product. The product is: [F:7][C:8]1[CH:26]=[CH:25][C:11]([NH:12][C:13]2[CH:21]=[C:20]([N+:22]([O-:24])=[O:23])[CH:19]=[CH:18][C:14]=2[C:15]([O:17][C:34]([CH3:37])([CH3:36])[CH3:35])=[O:16])=[CH:10][CH:9]=1. (4) Given the reactants [O:1]([C:8]1[N:13]=[N:12][C:11]([CH2:14][CH2:15][C:16]2[CH:29]=[CH:28][C:19]([O:20][CH2:21][CH2:22]OS(C)(=O)=O)=[CH:18][CH:17]=2)=[CH:10][CH:9]=1)[C:2]1[CH:7]=[CH:6][CH:5]=[CH:4][CH:3]=1.C(=O)([O-])[O-].[K+].[K+].[NH:36]1[CH2:40][CH2:39][CH2:38][CH2:37]1, predict the reaction product. The product is: [O:1]([C:8]1[N:13]=[N:12][C:11]([CH2:14][CH2:15][C:16]2[CH:29]=[CH:28][C:19]([O:20][CH2:21][CH2:22][N:36]3[CH2:40][CH2:39][CH2:38][CH2:37]3)=[CH:18][CH:17]=2)=[CH:10][CH:9]=1)[C:2]1[CH:3]=[CH:4][CH:5]=[CH:6][CH:7]=1. (5) Given the reactants C(O[C:6]([N:8]1[CH2:13][CH2:12][N:11](C2C(=O)N(CC(C)C)N=C(C3C=CC(C)=C(F)C=3)C=2C)[CH2:10][CH2:9]1)=O)(C)(C)C.[Cl:34][C:35]1[CH:62]=[CH:61][CH:60]=[CH:59][C:36]=1[CH2:37][N:38]1[C:43](=[O:44])[C:42]([CH2:45]OS(C)(=O)=O)=[CH:41][C:40]([C:51]2[CH:56]=[CH:55][C:54]([F:57])=[C:53]([CH3:58])[CH:52]=2)=[N:39]1, predict the reaction product. The product is: [Cl:34][C:35]1[CH:62]=[CH:61][CH:60]=[CH:59][C:36]=1[CH2:37][N:38]1[C:43](=[O:44])[C:42]([CH2:45][N:11]2[CH2:12][CH2:13][N:8]([CH3:6])[CH2:9][CH2:10]2)=[CH:41][C:40]([C:51]2[CH:56]=[CH:55][C:54]([F:57])=[C:53]([CH3:58])[CH:52]=2)=[N:39]1. (6) Given the reactants [F:1][C:2]([F:15])([F:14])[C:3](Cl)=[N:4][C:5]1[CH:10]=[CH:9][C:8]([O:11][CH3:12])=[CH:7][CH:6]=1.[CH2:16]([O:18][CH:19]([O:22][CH2:23][CH3:24])[C:20]#[CH:21])[CH3:17].P([O-])([O-])([O-])=O.[K+].[K+].[K+].[I-].[K+], predict the reaction product. The product is: [CH2:16]([O:18][CH:19]([O:22][CH2:23][CH3:24])[C:20]#[C:21][C:3](=[N:4][C:5]1[CH:10]=[CH:9][C:8]([O:11][CH3:12])=[CH:7][CH:6]=1)[C:2]([F:15])([F:14])[F:1])[CH3:17]. (7) Given the reactants [CH2:1]([C:3]1[CH:4]=[N:5][C:6]([C:9]2[CH:10]=[C:11]3[C:15](=[CH:16][CH:17]=2)[C@H:14]([N:18]2[CH2:21][C:20]4([CH2:26][CH2:25][N:24](C(OC(C)(C)C)=O)[CH2:23][CH2:22]4)[CH2:19]2)[CH2:13][CH2:12]3)=[N:7][CH:8]=1)[CH3:2].[ClH:34].CO, predict the reaction product. The product is: [ClH:34].[ClH:34].[CH2:1]([C:3]1[CH:4]=[N:5][C:6]([C:9]2[CH:10]=[C:11]3[C:15](=[CH:16][CH:17]=2)[C@H:14]([N:18]2[CH2:21][C:20]4([CH2:26][CH2:25][NH:24][CH2:23][CH2:22]4)[CH2:19]2)[CH2:13][CH2:12]3)=[N:7][CH:8]=1)[CH3:2]. (8) Given the reactants [CH3:1][N:2]1[CH2:7][CH2:6][N:5]([CH2:8][C:9]2[CH:14]=[CH:13][C:12]([N+:15]([O-])=O)=[CH:11][CH:10]=2)[CH2:4][CH2:3]1, predict the reaction product. The product is: [CH3:1][N:2]1[CH2:7][CH2:6][N:5]([CH2:8][C:9]2[CH:14]=[CH:13][C:12]([NH2:15])=[CH:11][CH:10]=2)[CH2:4][CH2:3]1. (9) Given the reactants [F:1][C:2]([F:13])([F:12])[O:3][C:4]1[CH:11]=[CH:10][C:7]([CH:8]=O)=[CH:6][CH:5]=1.Cl.[NH2:15][OH:16], predict the reaction product. The product is: [F:1][C:2]([F:13])([F:12])[O:3][C:4]1[CH:11]=[CH:10][C:7](/[CH:8]=[N:15]/[OH:16])=[CH:6][CH:5]=1.